This data is from Reaction yield outcomes from USPTO patents with 853,638 reactions. The task is: Predict the reaction yield, written as a fraction of the theoretical maximum amount of product (1.0 means a 100% yield; for example, 0.34 means a 34% yield). (1) The reactants are [Br:1][C:2]1[CH:3]=[C:4]([NH:10][C:11]2[N:12]=[CH:13][C:14]([N:17]3[CH2:22][CH2:21][N:20](C(OC(C)(C)C)=O)[CH2:19][C@@H:18]3[CH3:30])=[N:15][CH:16]=2)[C:5](=[O:9])[N:6]([CH3:8])[CH:7]=1.FC(F)(F)C(O)=O. No catalyst specified. The product is [Br:1][C:2]1[CH:3]=[C:4]([NH:10][C:11]2[CH:16]=[N:15][C:14]([N:17]3[CH2:22][CH2:21][NH:20][CH2:19][C@@H:18]3[CH3:30])=[CH:13][N:12]=2)[C:5](=[O:9])[N:6]([CH3:8])[CH:7]=1. The yield is 0.970. (2) The product is [Br:29][CH2:2][C:3]1[CH:20]=[CH:19][C:6]2/[C:7](=[CH:16]\[C:17]#[N:18])/[C:8]3[CH:15]=[CH:14][CH:13]=[CH:12][C:9]=3[O:10][CH2:11][C:5]=2[CH:4]=1. The yield is 0.840. The catalyst is C1COCC1.O. The reactants are O[CH2:2][C:3]1[CH:20]=[CH:19][C:6]2/[C:7](=[CH:16]\[C:17]#[N:18])/[C:8]3[CH:15]=[CH:14][CH:13]=[CH:12][C:9]=3[O:10][CH2:11][C:5]=2[CH:4]=1.N1C(C)=CC=CC=1C.[Br-:29].[Li+].CS(OS(C)(=O)=O)(=O)=O.